This data is from Full USPTO retrosynthesis dataset with 1.9M reactions from patents (1976-2016). The task is: Predict the reactants needed to synthesize the given product. (1) Given the product [C:27]1([C:7]2[N:8]=[CH:9][C:10]3[C:15]([CH:16]=2)=[C:14]2[CH:17]=[CH:18][CH:19]=[CH:20][C:13]2=[C:12]2[CH:21]=[CH:22][CH:23]=[CH:24][C:11]=32)[CH:32]=[CH:31][CH:30]=[CH:29][CH:28]=1, predict the reactants needed to synthesize it. The reactants are: FC(F)(F)S(O[C:7]1[N:8]=[CH:9][C:10]2[C:15]([CH:16]=1)=[C:14]1[CH:17]=[CH:18][CH:19]=[CH:20][C:13]1=[C:12]1[CH:21]=[CH:22][CH:23]=[CH:24][C:11]=21)(=O)=O.[C:27]1(B(O)O)[CH:32]=[CH:31][CH:30]=[CH:29][CH:28]=1. (2) Given the product [Cl:1][C:2]1[CH:3]=[CH:4][C:5]([O:25][CH:26]([F:28])[F:27])=[C:6]([C:8]2[C:12]([NH:13][C:14]([C:16]3[CH:17]=[N:18][N:19]4[CH:24]=[CH:23][CH:22]=[N:21][C:20]=34)=[O:15])=[CH:11][N:10]([CH2:30][C:31]([N:33]3[CH2:34][CH2:35][C:36]4([O:40][CH2:39][CH2:38][O:37]4)[CH2:41][CH2:42]3)=[O:32])[N:9]=2)[CH:7]=1, predict the reactants needed to synthesize it. The reactants are: [Cl:1][C:2]1[CH:3]=[CH:4][C:5]([O:25][CH:26]([F:28])[F:27])=[C:6]([C:8]2[C:12]([NH:13][C:14]([C:16]3[CH:17]=[N:18][N:19]4[CH:24]=[CH:23][CH:22]=[N:21][C:20]=34)=[O:15])=[CH:11][NH:10][N:9]=2)[CH:7]=1.Cl[CH2:30][C:31]([N:33]1[CH2:42][CH2:41][C:36]2([O:40][CH2:39][CH2:38][O:37]2)[CH2:35][CH2:34]1)=[O:32].C([O-])([O-])=O.[Cs+].[Cs+]. (3) Given the product [Br:1][C:2]1[CH:3]=[C:4]2[C:9](=[CH:10][CH:11]=1)[C:8](=[O:12])[NH:7][C:6](=[O:13])/[C:5]/2=[CH:14]\[NH:25][C:22]1[CH:21]=[CH:20][C:19]([N:18]([CH3:17])[CH:26]2[CH2:30][CH2:29][N:28]([CH3:31])[CH2:27]2)=[CH:24][CH:23]=1, predict the reactants needed to synthesize it. The reactants are: [Br:1][C:2]1[CH:3]=[C:4]2[C:9](=[CH:10][CH:11]=1)[C:8](=[O:12])[NH:7][C:6](=[O:13])/[C:5]/2=[CH:14]/OC.[CH3:17][N:18]([CH:26]1[CH2:30][CH2:29][N:28]([CH3:31])[CH2:27]1)[C:19]1[CH:24]=[CH:23][C:22]([NH2:25])=[CH:21][CH:20]=1.C(N(CC)CC)C. (4) Given the product [CH3:9][C:4]1[CH:5]=[C:6]([C:15]([CH3:20])([CH3:14])[CH2:16][C:17]([OH:19])=[O:18])[CH:7]=[CH:8][C:3]=1[O:2][CH3:1], predict the reactants needed to synthesize it. The reactants are: [CH3:1][O:2][C:3]1[CH:8]=[CH:7][CH:6]=[CH:5][C:4]=1[CH3:9].[Cl-].[Al+3].[Cl-].[Cl-].[CH3:14][C:15]([CH3:20])=[CH:16][C:17]([OH:19])=[O:18]. (5) Given the product [O:7]1[CH:12]([CH2:13][N:14]2[CH2:20][CH2:19][CH2:18][N:17]([C:21]3[CH:30]=[CH:29][CH:28]=[CH:27][C:22]=3[CH2:23][OH:24])[CH2:16][CH2:15]2)[CH2:11][O:10][C:9]2[CH:31]=[CH:32][CH:33]=[CH:34][C:8]1=2, predict the reactants needed to synthesize it. The reactants are: [H-].[H-].[H-].[H-].[Li+].[Al+3].[O:7]1[CH:12]([CH2:13][N:14]2[CH2:20][CH2:19][CH2:18][N:17]([C:21]3[CH:30]=[CH:29][CH:28]=[CH:27][C:22]=3[C:23](OC)=[O:24])[CH2:16][CH2:15]2)[CH2:11][O:10][C:9]2[CH:31]=[CH:32][CH:33]=[CH:34][C:8]1=2. (6) Given the product [C:33]([O:32][C:30]([N:8]([CH3:21])[CH2:7][CH:2]([OH:1])[C:3]([O:5][CH3:6])=[O:4])=[O:31])([CH3:36])([CH3:35])[CH3:34], predict the reactants needed to synthesize it. The reactants are: [OH:1][CH:2]([CH2:7][N:8]([CH3:21])S(C1C=CC=CC=1[N+]([O-])=O)(=O)=O)[C:3]([O:5][CH3:6])=[O:4].C(O)(=O)CS.O.[OH-].[Li+].[C:30](O[C:30]([O:32][C:33]([CH3:36])([CH3:35])[CH3:34])=[O:31])([O:32][C:33]([CH3:36])([CH3:35])[CH3:34])=[O:31]. (7) Given the product [Cl:18][C:19]1[N:20]=[C:21]([NH:2][NH:1][CH2:3][CH2:4][CH:5]2[CH2:6][CH2:7][N:8]([C:11]([O:13][C:14]([CH3:17])([CH3:16])[CH3:15])=[O:12])[CH2:9][CH2:10]2)[C:22]([C:26](=[O:27])[NH:28][C:29]2[C:30]([Cl:36])=[CH:31][CH:32]=[CH:33][C:34]=2[Cl:35])=[CH:23][N:24]=1, predict the reactants needed to synthesize it. The reactants are: [NH:1]([CH2:3][CH2:4][CH:5]1[CH2:10][CH2:9][N:8]([C:11]([O:13][C:14]([CH3:17])([CH3:16])[CH3:15])=[O:12])[CH2:7][CH2:6]1)[NH2:2].[Cl:18][C:19]1[N:24]=[C:23](Cl)[C:22]([C:26]([NH:28][C:29]2[C:34]([Cl:35])=[CH:33][CH:32]=[CH:31][C:30]=2[Cl:36])=[O:27])=[CH:21][N:20]=1.C(N(CC)CC)C. (8) Given the product [CH3:9][C:8]([N+:5]([O-:7])=[O:6])([CH3:10])[CH2:3][CH2:2][C:1]#[N:4], predict the reactants needed to synthesize it. The reactants are: [C:1](#[N:4])[CH:2]=[CH2:3].[N+:5]([CH:8]([CH3:10])[CH3:9])([O-:7])=[O:6].[OH-].[Na+]. (9) Given the product [CH3:43][N:4]1[C:5]([C:6]2[CH:7]=[C:8]([NH:12][C:13]([CH:15]3[CH:19]([C:20]4[CH:25]=[CH:24][CH:23]=[C:22]([Cl:26])[C:21]=4[CH3:27])[C:18]([C:30]4[CH:35]=[CH:34][C:33]([Cl:36])=[CH:32][C:31]=4[F:37])([C:28]#[N:29])[CH:17]([CH2:38][C:39]([CH3:42])([CH3:41])[CH3:40])[NH:16]3)=[O:14])[CH:9]=[CH:10][CH:11]=2)=[N:1][N:2]=[N:3]1, predict the reactants needed to synthesize it. The reactants are: [NH:1]1[C:5]([C:6]2[CH:7]=[C:8]([NH:12][C:13]([CH:15]3[CH:19]([C:20]4[CH:25]=[CH:24][CH:23]=[C:22]([Cl:26])[C:21]=4[CH3:27])[C:18]([C:30]4[CH:35]=[CH:34][C:33]([Cl:36])=[CH:32][C:31]=4[F:37])([C:28]#[N:29])[CH:17]([CH2:38][C:39]([CH3:42])([CH3:41])[CH3:40])[NH:16]3)=[O:14])[CH:9]=[CH:10][CH:11]=2)=[N:4][N:3]=[N:2]1.[C:43](=O)(O)[O-].[Na+].S(OC)(OC)(=O)=O.